Dataset: Reaction yield outcomes from USPTO patents with 853,638 reactions. Task: Predict the reaction yield, written as a fraction of the theoretical maximum amount of product (1.0 means a 100% yield; for example, 0.34 means a 34% yield). (1) The reactants are [F:1][C:2]1[C:3]([O:49]C)=[CH:4][C:5]([CH2:44][C:45]([F:48])([F:47])[F:46])=[C:6]([C:8]2[N:13]=[C:12]3[N:14](COCC[Si](C)(C)C)[N:15]=[C:16]([C:17]([OH:19])=O)[C:11]3=[C:10]([NH:28][CH2:29][C:30]3[CH:35]=[C:34]([O:36]C)[CH:33]=[CH:32][C:31]=3[N:38]([CH3:43])[S:39]([CH3:42])(=[O:41])=[O:40])[N:9]=2)[CH:7]=1.C1C=CC2N(O)N=[N:57]C=2C=1.CCN=C=NCCCN(C)C.[Cl-].[NH4+].CCN(C(C)C)C(C)C.B(Br)(Br)Br. The catalyst is ClCCl. The product is [F:1][C:2]1[C:3]([OH:49])=[CH:4][C:5]([CH2:44][C:45]([F:47])([F:46])[F:48])=[C:6]([C:8]2[N:13]=[C:12]3[NH:14][N:15]=[C:16]([C:17]([NH2:57])=[O:19])[C:11]3=[C:10]([NH:28][CH2:29][C:30]3[CH:35]=[C:34]([OH:36])[CH:33]=[CH:32][C:31]=3[N:38]([CH3:43])[S:39]([CH3:42])(=[O:40])=[O:41])[N:9]=2)[CH:7]=1. The yield is 0.510. (2) The reactants are [CH3:1][C:2]([CH3:7])([CH3:6])[C:3](Cl)=[O:4].[NH2:8][C:9]1[CH:14]=[CH:13][N:12]=[CH:11][CH:10]=1.C(N(CC)CC)C. The catalyst is ClCCl. The product is [N:12]1[CH:13]=[CH:14][C:9]([NH:8][C:3](=[O:4])[C:2]([CH3:7])([CH3:6])[CH3:1])=[CH:10][CH:11]=1. The yield is 0.680. (3) The reactants are [N:1]([C@H:4]([C:9]1[CH:14]=[CH:13][C:12]([C:15]([F:18])([F:17])[F:16])=[CH:11][CH:10]=1)[C@@H:5]([OH:8])[CH2:6][OH:7])=[N+]=[N-].[C:19]([O:23][C:24](O[C:24]([O:23][C:19]([CH3:22])([CH3:21])[CH3:20])=[O:25])=[O:25])([CH3:22])([CH3:21])[CH3:20]. The yield is 0.600. The product is [OH:8][C@@H:5]([CH2:6][OH:7])[C@H:4]([NH:1][C:24](=[O:25])[O:23][C:19]([CH3:22])([CH3:21])[CH3:20])[C:9]1[CH:14]=[CH:13][C:12]([C:15]([F:18])([F:17])[F:16])=[CH:11][CH:10]=1. The catalyst is CCOC(C)=O.[Pd]. (4) The reactants are [Br:1][C:2]1[CH:3]=[C:4]2[C:15](=[CH:16][CH:17]=1)[O:14][C:7]1([CH2:12][CH2:11][C:10](=[O:13])[CH2:9][CH2:8]1)[CH2:6][C:5]2=[O:18].[BH4-].[Na+]. The catalyst is C1COCC1. The product is [Br:1][C:2]1[CH:3]=[C:4]2[C:15](=[CH:16][CH:17]=1)[O:14][C:7]1([CH2:8][CH2:9][CH:10]([OH:13])[CH2:11][CH2:12]1)[CH2:6][C:5]2=[O:18]. The yield is 0.240.